Dataset: Reaction yield outcomes from USPTO patents with 853,638 reactions. Task: Predict the reaction yield, written as a fraction of the theoretical maximum amount of product (1.0 means a 100% yield; for example, 0.34 means a 34% yield). (1) The reactants are O/[CH:2]=[C:3](/[CH2:8][C:9]1[CH:10]=[N:11][C:12]([O:15][CH3:16])=[N:13][CH:14]=1)\[C:4]([O:6]C)=O.[NH2:17][C:18]([NH2:20])=[S:19]. The catalyst is C(O)(C)C. The product is [CH3:16][O:15][C:12]1[N:11]=[CH:10][C:9]([CH2:8][C:3]2[C:4](=[O:6])[NH:17][C:18](=[S:19])[NH:20][CH:2]=2)=[CH:14][N:13]=1. The yield is 0.398. (2) The reactants are [CH3:1][O:2]S([O-])(=O)=O.[NH2:7][C:8]1[CH:16]=[CH:15][C:14]([Br:17])=[CH:13][C:9]=1[C:10](O)=[O:11].CCN(CC)CC. The catalyst is CN(C=O)C. The product is [NH2:7][C:8]1[CH:16]=[CH:15][C:14]([Br:17])=[CH:13][C:9]=1[C:10]([O:2][CH3:1])=[O:11]. The yield is 0.560.